This data is from Forward reaction prediction with 1.9M reactions from USPTO patents (1976-2016). The task is: Predict the product of the given reaction. The product is: [CH3:18][NH:19][C:20]1[N:25]=[C:24]([NH:26][CH3:27])[N:23]=[C:22]([NH:1][CH3:2])[N:21]=1. Given the reactants [N:1]1C(Cl)=NC(Cl)=N[C:2]=1Cl.CN.O.C(=O)([O-])O.[K+].[CH3:18][NH:19][C:20]1[N:25]=[C:24]([NH:26][CH3:27])[N:23]=[C:22](Cl)[N:21]=1, predict the reaction product.